From a dataset of Catalyst prediction with 721,799 reactions and 888 catalyst types from USPTO. Predict which catalyst facilitates the given reaction. (1) Reactant: [F:1][C:2]1[CH:7]=[CH:6][CH:5]=[CH:4][C:3]=1[N:8]1[C:16]2[C:11](=[C:12]([N:17]3[CH2:21][CH2:20][NH:19][C:18]3=[O:22])[CH:13]=[CH:14][CH:15]=2)[CH:10]=[N:9]1.CN[C@@H]1CCCC[C@H]1NC.Br[C:34]1[N:39]=[CH:38][CH:37]=[CH:36][N:35]=1.[O-]P([O-])([O-])=O.[K+].[K+].[K+]. Product: [F:1][C:2]1[CH:7]=[CH:6][CH:5]=[CH:4][C:3]=1[N:8]1[C:16]2[C:11](=[C:12]([N:17]3[CH2:21][CH2:20][N:19]([C:34]4[N:39]=[CH:38][CH:37]=[CH:36][N:35]=4)[C:18]3=[O:22])[CH:13]=[CH:14][CH:15]=2)[CH:10]=[N:9]1. The catalyst class is: 12. (2) Reactant: [C:1]([C:5]1[CH:6]=[C:7]([NH:17][C:18]([NH:20][C@@H:21]2[C:30]3[C:25](=[CH:26][CH:27]=[CH:28][CH:29]=3)[C@H:24]([O:31][C:32]3[CH:33]=[CH:34][C:35]4[N:36]([C:38]([N:41]5[CH2:45][CH2:44][CH2:43][C@@H:42]5[CH2:46][O:47][Si](C(C)C)(C(C)C)C(C)C)=[N:39][N:40]=4)[CH:37]=3)[CH2:23][CH2:22]2)=[O:19])[N:8]([C:10]2[CH:15]=[CH:14][C:13]([CH3:16])=[CH:12][CH:11]=2)[N:9]=1)([CH3:4])([CH3:3])[CH3:2].CCCC[N+](CCCC)(CCCC)CCCC.[F-]. Product: [C:1]([C:5]1[CH:6]=[C:7]([NH:17][C:18]([NH:20][C@@H:21]2[C:30]3[C:25](=[CH:26][CH:27]=[CH:28][CH:29]=3)[C@H:24]([O:31][C:32]3[CH:33]=[CH:34][C:35]4[N:36]([C:38]([N:41]5[CH2:45][CH2:44][CH2:43][C@@H:42]5[CH2:46][OH:47])=[N:39][N:40]=4)[CH:37]=3)[CH2:23][CH2:22]2)=[O:19])[N:8]([C:10]2[CH:15]=[CH:14][C:13]([CH3:16])=[CH:12][CH:11]=2)[N:9]=1)([CH3:4])([CH3:2])[CH3:3]. The catalyst class is: 1.